From a dataset of Reaction yield outcomes from USPTO patents with 853,638 reactions. Predict the reaction yield, written as a fraction of the theoretical maximum amount of product (1.0 means a 100% yield; for example, 0.34 means a 34% yield). (1) The reactants are O[C:2]1[C:11]([C:12]([O:14][CH2:15][CH3:16])=[O:13])=[C:10]([CH3:17])[C:9]2[C:4](=[CH:5][C:6]([C:18]([F:21])([F:20])[F:19])=[CH:7][N:8]=2)[N:3]=1.O=P(Cl)(Cl)[Cl:24]. No catalyst specified. The product is [Cl:24][C:2]1[C:11]([C:12]([O:14][CH2:15][CH3:16])=[O:13])=[C:10]([CH3:17])[C:9]2[C:4](=[CH:5][C:6]([C:18]([F:21])([F:20])[F:19])=[CH:7][N:8]=2)[N:3]=1. The yield is 0.880. (2) The reactants are [Cl:1][C:2]1[CH:3]=[C:4]2[C:8](=[CH:9][CH:10]=1)[N:7]([CH2:11][CH2:12][S:13]([CH3:16])(=[O:15])=[O:14])[C:6]([CH2:17]O)=[CH:5]2.[CH3:19][S:20]([C:23]1[C:31]2[C:26](=[CH:27][N:28]=[CH:29][CH:30]=2)[NH:25][N:24]=1)(=[O:22])=[O:21].C1C=CC(P(C2C=CC=CC=2)C2C=CC=CC=2)=CC=1.CC(OC(/N=N/C(OC(C)C)=O)=O)C. The catalyst is C1COCC1. The product is [Cl:1][C:2]1[CH:3]=[C:4]2[C:8](=[CH:9][CH:10]=1)[N:7]([CH2:11][CH2:12][S:13]([CH3:16])(=[O:15])=[O:14])[C:6]([CH2:17][N:25]1[C:26]3=[CH:27][N:28]=[CH:29][CH:30]=[C:31]3[C:23]([S:20]([CH3:19])(=[O:21])=[O:22])=[N:24]1)=[CH:5]2. The yield is 0.0280. (3) The reactants are [O:1]1[CH:5]=[CH:4][C:3](B(O)O)=[CH:2]1.Br[C:10]1[CH:11]=[C:12]([CH:14]=[CH:15][C:16]=1[F:17])[NH2:13]. No catalyst specified. The product is [F:17][C:16]1[CH:15]=[CH:14][C:12]([NH2:13])=[CH:11][C:10]=1[C:3]1[CH:4]=[CH:5][O:1][CH:2]=1. The yield is 0.650. (4) The reactants are [OH:1][C:2]1[CH:7]=[CH:6][C:5]([N:8]2[C:13](=[O:14])[C:12]([CH2:15][C:16]3[CH:21]=[CH:20][C:19]([C:22]4[C:23]([C:28]#[N:29])=[CH:24][CH:25]=[CH:26][CH:27]=4)=[CH:18][CH:17]=3)=[C:11]([CH2:30][CH2:31][CH3:32])[N:10]=[C:9]2[CH3:33])=[CH:4][CH:3]=1.[O:34]1[CH2:39][CH2:38][CH:37](O)[CH2:36][CH2:35]1.C1(P(C2C=CC=CC=2)C2C=CC=CC=2)C=CC=CC=1.[N:61]([C:62]([O:64]C(C)C)=[O:63])=[N:61][C:62]([O:64]C(C)C)=[O:63]. The catalyst is O1CCCC1.O.C(OCC)(=O)C. The product is [CH3:33][C:9]1[N:8]([C:5]2[CH:4]=[CH:3][C:2]([O:1][CH:37]3[CH2:38][CH2:39][O:34][CH2:35][CH2:36]3)=[CH:7][CH:6]=2)[C:13](=[O:14])[C:12]([CH2:15][C:16]2[CH:21]=[CH:20][C:19]([C:22]3[CH:27]=[CH:26][CH:25]=[CH:24][C:23]=3[C:28]3[NH:61][C:62](=[O:63])[O:64][N:29]=3)=[CH:18][CH:17]=2)=[C:11]([CH2:30][CH2:31][CH3:32])[N:10]=1. The yield is 0.610. (5) The reactants are [Cl:1][C:2]1[N:3]=[C:4]([N:19]2[CH2:24][CH2:23][O:22][CH2:21][CH2:20]2)[C:5]2[CH2:11][CH2:10][N:9]([C:12]([O:14][C:15]([CH3:18])([CH3:17])[CH3:16])=[O:13])[CH2:8][C:6]=2[N:7]=1.[C:25]([Li])(C)(C)C.CI. The catalyst is O1CCCC1.CCCCC. The product is [Cl:1][C:2]1[N:3]=[C:4]([N:19]2[CH2:24][CH2:23][O:22][CH2:21][CH2:20]2)[C:5]2[CH2:11][CH2:10][N:9]([C:12]([O:14][C:15]([CH3:18])([CH3:17])[CH3:16])=[O:13])[CH:8]([CH3:25])[C:6]=2[N:7]=1. The yield is 0.870. (6) The reactants are [Cl-].O[NH3+:3].[C:4](=[O:7])([O-])[OH:5].[Na+].CS(C)=O.[CH2:13]([C:17]1[N:18]=[C:19]([CH3:47])[N:20]([C:39]2[CH:44]=[CH:43][C:42]([CH3:45])=[C:41]([CH3:46])[CH:40]=2)[C:21](=[O:38])[C:22]=1[CH2:23][C:24]1[CH:29]=[CH:28][C:27]([C:30]2[C:31]([C:36]#[N:37])=[CH:32][CH:33]=[CH:34][CH:35]=2)=[CH:26][CH:25]=1)[CH2:14][CH2:15][CH3:16]. The catalyst is O.C(OCC)(=O)C. The product is [CH2:13]([C:17]1[N:18]=[C:19]([CH3:47])[N:20]([C:39]2[CH:44]=[CH:43][C:42]([CH3:45])=[C:41]([CH3:46])[CH:40]=2)[C:21](=[O:38])[C:22]=1[CH2:23][C:24]1[CH:25]=[CH:26][C:27]([C:30]2[CH:35]=[CH:34][CH:33]=[CH:32][C:31]=2[C:36]2[NH:3][C:4](=[O:7])[O:5][N:37]=2)=[CH:28][CH:29]=1)[CH2:14][CH2:15][CH3:16]. The yield is 0.710. (7) The reactants are CC1C=CC(C(O[C@@H]([C@H](OC(=O)C2C=CC(C)=CC=2)C(O)=O)C(O)=O)=O)=CC=1.[F:29][C:30]1[CH:35]=[CH:34][C:33]([C@@H:36]2[CH2:40][N:39]([CH2:41][CH2:42][O:43][CH3:44])[CH2:38][C@H:37]2[NH2:45])=[CH:32][CH:31]=1. The catalyst is C(Cl)Cl. The product is [F:29][C:30]1[CH:35]=[CH:34][C:33]([C@@H:36]2[CH2:40][N:39]([CH2:41][CH2:42][O:43][CH3:44])[CH2:38][C@H:37]2[NH2:45])=[CH:32][CH:31]=1. The yield is 0.810.